This data is from Catalyst prediction with 721,799 reactions and 888 catalyst types from USPTO. The task is: Predict which catalyst facilitates the given reaction. (1) Reactant: [F:1][C:2]1[CH:10]=[C:9]2[C:5]([CH2:6][CH2:7][N:8]2C(OC(C)(C)C)=O)=[CH:4][C:3]=1[C:18]1[CH:19]=[N:20][N:21]([CH3:23])[CH:22]=1.Cl. Product: [F:1][C:2]1[CH:10]=[C:9]2[C:5]([CH2:6][CH2:7][NH:8]2)=[CH:4][C:3]=1[C:18]1[CH:19]=[N:20][N:21]([CH3:23])[CH:22]=1. The catalyst class is: 25. (2) Reactant: [N+:1]([C:4]1[CH:5]=[C:6]([CH:10]2[CH:15]3[CH:11]2[CH2:12][N:13]([CH2:17][CH2:18][CH2:19][C:20]2[CH:25]=[CH:24][CH:23]=[CH:22][CH:21]=2)[C:14]3=O)[CH:7]=[CH:8][CH:9]=1)([O-])=O.[H-].[Al+3].[Li+].[H-].[H-].[H-].Cl.[OH-].[Na+]. Product: [C:20]1([CH2:19][CH2:18][CH2:17][N:13]2[CH2:12][CH:11]3[CH:15]([CH:10]3[C:6]3[CH:5]=[C:4]([NH2:1])[CH:9]=[CH:8][CH:7]=3)[CH2:14]2)[CH:21]=[CH:22][CH:23]=[CH:24][CH:25]=1. The catalyst class is: 30. (3) Reactant: [F:1][C:2]1[CH:7]=[CH:6][C:5]([N:8]2[C:12]([CH:13]([CH3:15])[CH3:14])=[C:11]([NH2:16])[CH:10]=[N:9]2)=[CH:4][CH:3]=1.[Cl:17][C:18]1[C:19]([C:30]([F:33])([F:32])[F:31])=[N:20][N:21]([CH:24]([CH2:28][CH3:29])[C:25](O)=[O:26])[C:22]=1[CH3:23].C(N(C(C)C)CC)(C)C.CN(C(ON1N=NC2C=CC=NC1=2)=[N+](C)C)C.F[P-](F)(F)(F)(F)F. The catalyst class is: 18. Product: [Cl:17][C:18]1[C:19]([C:30]([F:32])([F:31])[F:33])=[N:20][N:21]([CH:24]([CH2:28][CH3:29])[C:25]([NH:16][C:11]2[CH:10]=[N:9][N:8]([C:5]3[CH:4]=[CH:3][C:2]([F:1])=[CH:7][CH:6]=3)[C:12]=2[CH:13]([CH3:14])[CH3:15])=[O:26])[C:22]=1[CH3:23]. (4) Reactant: Cl.[Br:2][C:3]1[C:4]([C@@H:10]([NH2:20])[CH2:11][C:12]2[CH:17]=[C:16]([F:18])[CH:15]=[C:14]([F:19])[CH:13]=2)=[N:5][C:6]([Br:9])=[CH:7][CH:8]=1.[C:21](O[C:21]([O:23][C:24]([CH3:27])([CH3:26])[CH3:25])=[O:22])([O:23][C:24]([CH3:27])([CH3:26])[CH3:25])=[O:22]. The catalyst class is: 2. Product: [C:24]([O:23][C:21](=[O:22])[NH:20][C@H:10]([C:4]1[C:3]([Br:2])=[CH:8][CH:7]=[C:6]([Br:9])[N:5]=1)[CH2:11][C:12]1[CH:17]=[C:16]([F:18])[CH:15]=[C:14]([F:19])[CH:13]=1)([CH3:27])([CH3:26])[CH3:25]. (5) The catalyst class is: 1. Reactant: [H-].[Na+].COP([CH2:9][C:10](=[O:19])[CH2:11][C:12]1[CH:17]=[CH:16][CH:15]=[C:14]([Cl:18])[CH:13]=1)(=O)OC.[CH2:20]([O:22][C:23](=[O:39])[CH2:24][O:25][CH2:26][CH2:27][CH2:28][CH2:29][N:30]1[C:35](=[O:36])[CH2:34][CH2:33][CH2:32][C@@H:31]1[CH:37]=O)[CH3:21]. Product: [CH2:20]([O:22][C:23](=[O:39])[CH2:24][O:25][CH2:26][CH2:27][CH2:28][CH2:29][N:30]1[C:35](=[O:36])[CH2:34][CH2:33][CH2:32][C@@H:31]1/[CH:37]=[CH:9]/[C:10](=[O:19])[CH2:11][C:12]1[CH:17]=[CH:16][CH:15]=[C:14]([Cl:18])[CH:13]=1)[CH3:21]. (6) Reactant: [CH3:1][C:2]1[C:6]([C:7]2[CH:8]=[CH:9][C:10]3[O:14][C:13]([CH2:15][CH2:16][OH:17])=[CH:12][C:11]=3[CH:18]=2)=[C:5]([CH3:19])[O:4][N:3]=1.[CH3:20][S:21](O[S:21]([CH3:20])(=[O:23])=[O:22])(=[O:23])=[O:22].C(N(CC)CC)C. Product: [CH3:20][S:21]([O:17][CH2:16][CH2:15][C:13]1[O:14][C:10]2[CH:9]=[CH:8][C:7]([C:6]3[C:2]([CH3:1])=[N:3][O:4][C:5]=3[CH3:19])=[CH:18][C:11]=2[CH:12]=1)(=[O:23])=[O:22]. The catalyst class is: 4.